This data is from Aqueous solubility values for 9,982 compounds from the AqSolDB database. The task is: Regression/Classification. Given a drug SMILES string, predict its absorption, distribution, metabolism, or excretion properties. Task type varies by dataset: regression for continuous measurements (e.g., permeability, clearance, half-life) or binary classification for categorical outcomes (e.g., BBB penetration, CYP inhibition). For this dataset (solubility_aqsoldb), we predict Y. (1) The molecule is C[Si]1O[Si](C)O[Si](C)O[Si](C)O[Si](C)O1. The Y is 0.529 log mol/L. (2) The molecule is Cc1c(N)c(=O)n(-c2ccccc2)n1C. The Y is 0.310 log mol/L. (3) The Y is -8.90 log mol/L. The compound is Clc1ccc(-c2c(Cl)c(Cl)c(Cl)c(Cl)c2Cl)cc1Cl. (4) The compound is CCCCNP(N)(N)=S. The Y is -0.773 log mol/L. (5) The Y is -2.65 log mol/L. The drug is CCCN(CCC)C(=O)COC(=O)c1ccccc1OC(C)=O. (6) The drug is NCCNc1ccc(S(=O)(=O)c2ccc(N)cc2)cc1. The Y is -2.35 log mol/L. (7) The drug is CCCCCCCCCCCCCCCCOC(=O)CCCCCCCCCCCCCCC. The Y is -8.75 log mol/L.